This data is from Forward reaction prediction with 1.9M reactions from USPTO patents (1976-2016). The task is: Predict the product of the given reaction. (1) Given the reactants [CH3:1][C:2]1[C:6]([C:7]2[CH:8]=[C:9]3[C:13](=[CH:14][CH:15]=2)[NH:12][C:11](=[O:16])[C:10]3([C:23]2[CH:28]=[CH:27][CH:26]=[CH:25][CH:24]=2)[N:17]2[CH2:22][CH2:21][NH:20][CH2:19][CH2:18]2)=[C:5]([CH3:29])[O:4][N:3]=1.Br[CH2:31][C:32]([O:34][CH2:35][CH3:36])=[O:33].C(=O)([O-])[O-].[K+].[K+].[NH4+].[Cl-], predict the reaction product. The product is: [CH3:1][C:2]1[C:6]([C:7]2[CH:8]=[C:9]3[C:13](=[CH:14][CH:15]=2)[NH:12][C:11](=[O:16])[C:10]3([N:17]2[CH2:22][CH2:21][N:20]([CH2:31][C:32]([O:34][CH2:35][CH3:36])=[O:33])[CH2:19][CH2:18]2)[C:23]2[CH:24]=[CH:25][CH:26]=[CH:27][CH:28]=2)=[C:5]([CH3:29])[O:4][N:3]=1. (2) Given the reactants [CH2:1]([O:3][C:4]([C:6]([CH3:21])([O:8][C:9]1[CH:14]=[CH:13][C:12]([CH2:15][CH2:16][CH2:17][C:18]([OH:20])=O)=[CH:11][CH:10]=1)[CH3:7])=[O:5])[CH3:2].C(Cl)(=O)C(Cl)=[O:24].CS(O)(=O)=O.[CH2:33]([N:36]([CH2:38][C:39]1[CH:44]=[CH:43][C:42]([Cl:45])=[C:41]([Cl:46])[CH:40]=1)[NH2:37])CC.[N:47]1C=C[CH:50]=[CH:49][CH:48]=1, predict the reaction product. The product is: [CH2:1]([O:3][C:4]([C:6]([CH3:7])([O:8][C:9]1[CH:10]=[CH:11][C:12]([CH2:15][CH2:16][CH2:17][C:18]([NH:37][N:36]([CH2:38][C:39]2[CH:44]=[CH:43][C:42]([Cl:45])=[C:41]([Cl:46])[CH:40]=2)[C:33]([NH:47][CH2:48][CH2:49][CH3:50])=[O:24])=[O:20])=[CH:13][CH:14]=1)[CH3:21])=[O:5])[CH3:2].